This data is from NCI-60 drug combinations with 297,098 pairs across 59 cell lines. The task is: Regression. Given two drug SMILES strings and cell line genomic features, predict the synergy score measuring deviation from expected non-interaction effect. (1) Drug 2: CC(C)NC(=O)C1=CC=C(C=C1)CNNC.Cl. Drug 1: C1=NC(=NC(=O)N1C2C(C(C(O2)CO)O)O)N. Synergy scores: CSS=20.1, Synergy_ZIP=-5.39, Synergy_Bliss=3.43, Synergy_Loewe=-10.2, Synergy_HSA=-0.355. Cell line: DU-145. (2) Drug 1: CC12CCC(CC1=CCC3C2CCC4(C3CC=C4C5=CN=CC=C5)C)O. Drug 2: CCN(CC)CCCC(C)NC1=C2C=C(C=CC2=NC3=C1C=CC(=C3)Cl)OC. Cell line: NCI-H522. Synergy scores: CSS=7.19, Synergy_ZIP=-3.03, Synergy_Bliss=0.317, Synergy_Loewe=-3.51, Synergy_HSA=-0.301. (3) Drug 1: C1=CN(C(=O)N=C1N)C2C(C(C(O2)CO)O)O.Cl. Drug 2: CC1CCC2CC(C(=CC=CC=CC(CC(C(=O)C(C(C(=CC(C(=O)CC(OC(=O)C3CCCCN3C(=O)C(=O)C1(O2)O)C(C)CC4CCC(C(C4)OC)O)C)C)O)OC)C)C)C)OC. Cell line: OVCAR3. Synergy scores: CSS=13.1, Synergy_ZIP=-1.21, Synergy_Bliss=3.61, Synergy_Loewe=-1.05, Synergy_HSA=-0.122. (4) Drug 1: CC(CN1CC(=O)NC(=O)C1)N2CC(=O)NC(=O)C2. Drug 2: N.N.Cl[Pt+2]Cl. Cell line: SR. Synergy scores: CSS=58.7, Synergy_ZIP=3.06, Synergy_Bliss=0.915, Synergy_Loewe=-2.51, Synergy_HSA=2.64.